This data is from Forward reaction prediction with 1.9M reactions from USPTO patents (1976-2016). The task is: Predict the product of the given reaction. (1) Given the reactants [Cl:1][C:2]1[N:6]2[CH:7]=[C:8]([O:15][CH:16]([CH3:18])[CH3:17])[CH:9]=[C:10]([C:11]([F:14])([F:13])[F:12])[C:5]2=[N:4][C:3]=1[C:19](OC)=[O:20].[OH-].[Na+].Cl.S(Cl)(Cl)=O.C(N(C(C)C)C(C)C)C.Cl.[NH:40]1[CH2:45][CH2:44][CH:43]([N:46]2[CH2:50][CH2:49][O:48][C:47]2=[O:51])[CH2:42][CH2:41]1, predict the reaction product. The product is: [Cl:1][C:2]1[N:6]2[CH:7]=[C:8]([O:15][CH:16]([CH3:17])[CH3:18])[CH:9]=[C:10]([C:11]([F:14])([F:12])[F:13])[C:5]2=[N:4][C:3]=1[C:19]([N:40]1[CH2:41][CH2:42][CH:43]([N:46]2[CH2:50][CH2:49][O:48][C:47]2=[O:51])[CH2:44][CH2:45]1)=[O:20]. (2) Given the reactants Cl[CH:2]([CH:19]1[CH2:24][CH2:23][CH2:22][CH2:21][CH2:20]1)[C:3]1[CH:4]=[C:5]([C:11]2[CH:12]=[CH:13][C:14]([O:17][CH3:18])=[N:15][CH:16]=2)[O:6][C:7]=1[CH2:8][O:9][CH3:10].[NH2:25][C:26]1[CH:31]=[CH:30][C:29]([C:32]([N:34]([CH3:42])[CH2:35][CH2:36][C:37]([O:39]CC)=[O:38])=[O:33])=[CH:28][CH:27]=1.C(=O)([O-])[O-].[Na+].[Na+].[I-].[Na+], predict the reaction product. The product is: [CH:19]1([CH:2]([NH:25][C:26]2[CH:27]=[CH:28][C:29]([C:32]([N:34]([CH3:42])[CH2:35][CH2:36][C:37]([OH:39])=[O:38])=[O:33])=[CH:30][CH:31]=2)[C:3]2[CH:4]=[C:5]([C:11]3[CH:16]=[N:15][C:14]([O:17][CH3:18])=[CH:13][CH:12]=3)[O:6][C:7]=2[CH2:8][O:9][CH3:10])[CH2:24][CH2:23][CH2:22][CH2:21][CH2:20]1. (3) Given the reactants [NH:1]1[CH2:6][CH2:5][CH:4]([NH:7][C:8]([N:10]2[C:18]3[C:13](=[CH:14][C:15]([O:19][C:20]4[CH:25]=[CH:24][N:23]=[C:22]([NH:26][C:27]([NH:29][CH2:30][CH3:31])=[O:28])[CH:21]=4)=[CH:16][CH:17]=3)[CH:12]=[CH:11]2)=[O:9])[CH2:3][CH2:2]1.C=O.[C:34](O)(=O)C.C(O[BH-](OC(=O)C)OC(=O)C)(=O)C.[Na+], predict the reaction product. The product is: [CH3:34][N:1]1[CH2:6][CH2:5][CH:4]([NH:7][C:8]([N:10]2[C:18]3[C:13](=[CH:14][C:15]([O:19][C:20]4[CH:25]=[CH:24][N:23]=[C:22]([NH:26][C:27]([NH:29][CH2:30][CH3:31])=[O:28])[CH:21]=4)=[CH:16][CH:17]=3)[CH:12]=[CH:11]2)=[O:9])[CH2:3][CH2:2]1. (4) Given the reactants S(Cl)([Cl:3])=O.[Cl:5][C:6]1[CH:11]=[CH:10][C:9]([C:12]2[N:16]([C:17]3[CH:22]=[CH:21][C:20]([Cl:23])=[CH:19][C:18]=3[Cl:24])[N:15]=[C:14]([C:25]([OH:27])=O)[C:13]=2[CH3:28])=[CH:8][CH:7]=1, predict the reaction product. The product is: [Cl:5][C:6]1[CH:7]=[CH:8][C:9]([C:12]2[N:16]([C:17]3[CH:22]=[CH:21][C:20]([Cl:23])=[CH:19][C:18]=3[Cl:24])[N:15]=[C:14]([C:25]([Cl:3])=[O:27])[C:13]=2[CH3:28])=[CH:10][CH:11]=1. (5) The product is: [CH3:28][O:27][C:24]1[CH:25]=[CH:26][C:21]([CH2:20][N:7]2[CH2:6][C:5]3[CH:9]=[CH:10][C:11]([C:13]([O:15][CH3:16])=[O:14])=[CH:12][C:4]=3[O:3][C@@H:2]([CH3:1])[CH2:8]2)=[CH:22][CH:23]=1. Given the reactants [CH3:1][C@H:2]1[CH2:8][NH:7][CH2:6][C:5]2[CH:9]=[CH:10][C:11]([C:13]([O:15][CH3:16])=[O:14])=[CH:12][C:4]=2[O:3]1.[H-].[Na+].Br[CH2:20][C:21]1[CH:26]=[CH:25][C:24]([O:27][CH3:28])=[CH:23][CH:22]=1, predict the reaction product.